From a dataset of Reaction yield outcomes from USPTO patents with 853,638 reactions. Predict the reaction yield, written as a fraction of the theoretical maximum amount of product (1.0 means a 100% yield; for example, 0.34 means a 34% yield). (1) The product is [NH:1]([C:13]([O:15][CH2:16][C:17]1[CH:22]=[CH:21][CH:20]=[CH:19][CH:18]=1)=[O:14])[C@H:2]([C:10]([N:23]1[CH2:34][CH2:33][CH2:32][C@@H:24]1[C:25]([O:27][C:28]([CH3:30])([CH3:31])[CH3:29])=[O:26])=[O:12])[CH2:3][C:4]1[CH:5]=[CH:6][CH:7]=[CH:8][CH:9]=1. The catalyst is CN(C=O)C. The yield is 0.620. The reactants are [NH:1]([C:13]([O:15][CH2:16][C:17]1[CH:22]=[CH:21][CH:20]=[CH:19][CH:18]=1)=[O:14])[C@H:2]([C:10]([OH:12])=O)[CH2:3][C:4]1[CH:9]=[CH:8][CH:7]=[CH:6][CH:5]=1.[NH:23]1[CH2:34][CH2:33][CH2:32][C@@H:24]1[C:25]([O:27][C:28]([CH3:31])([CH3:30])[CH3:29])=[O:26].C1C=CC2N(O)N=NC=2C=1.O.F[P-](F)(F)(F)(F)F.N1(O[P+](N(C)C)(N(C)C)N(C)C)C2C=CC=CC=2N=N1.C(N(CC)CC)C. (2) The reactants are Cl[C:2]1[CH:3]=[CH:4][C:5]2[N:6]([C:8]([CH2:11][C:12]3[CH:13]=[C:14]4[C:19](=[CH:20][C:21]=3[F:22])[N:18]=[CH:17][CH:16]=[CH:15]4)=[CH:9][N:10]=2)[N:7]=1.C([Sn](CCCC)(CCCC)[C:28]([O:30]CC)=[CH2:29])CCC.Cl.O. The catalyst is CN(C=O)C.[Pd].C1(P(C2C=CC=CC=2)C2C=CC=CC=2)C=CC=CC=1.C1(P(C2C=CC=CC=2)C2C=CC=CC=2)C=CC=CC=1.C1(P(C2C=CC=CC=2)C2C=CC=CC=2)C=CC=CC=1.C1(P(C2C=CC=CC=2)C2C=CC=CC=2)C=CC=CC=1. The product is [F:22][C:21]1[CH:20]=[C:19]2[C:14]([CH:15]=[CH:16][CH:17]=[N:18]2)=[CH:13][C:12]=1[CH2:11][C:8]1[N:6]2[N:7]=[C:2]([C:28](=[O:30])[CH3:29])[CH:3]=[CH:4][C:5]2=[N:10][CH:9]=1. The yield is 0.790. (3) The reactants are [Cl:1][C:2]1[CH:3]=[CH:4][C:5]([NH:8][C:9](=[O:35])[C:10]2[CH:15]=[CH:14][CH:13]=[CH:12][C:11]=2[NH:16][C:17](=[O:34])[C:18]2[CH:23]=[CH:22][C:21]([N:24]([CH3:26])[CH3:25])=[CH:20][C:19]=2[O:27][CH:28]2[CH2:33][CH2:32][NH:31][CH2:30][CH2:29]2)=[N:6][CH:7]=1.[CH3:36][C:37]([CH3:39])=O.CC(O)=O.CO.[BH3-]C#N.[Na+].CO. The catalyst is O.C(Cl)Cl. The product is [ClH:1].[Cl:1][C:2]1[CH:3]=[CH:4][C:5]([NH:8][C:9](=[O:35])[C:10]2[CH:15]=[CH:14][CH:13]=[CH:12][C:11]=2[NH:16][C:17](=[O:34])[C:18]2[CH:23]=[CH:22][C:21]([N:24]([CH3:26])[CH3:25])=[CH:20][C:19]=2[O:27][CH:28]2[CH2:33][CH2:32][N:31]([CH:37]([CH3:39])[CH3:36])[CH2:30][CH2:29]2)=[N:6][CH:7]=1. The yield is 0.230. (4) The reactants are FC1C=C(C=CC=1)COC1C=CC(N)=CC=1.[F:17][C:18]1[CH:34]=[CH:33][C:21]([CH2:22][O:23][C:24]2[CH:29]=[CH:28][C:27]([N+:30]([O-])=O)=[CH:26][CH:25]=2)=[CH:20][CH:19]=1. No catalyst specified. The product is [F:17][C:18]1[CH:34]=[CH:33][C:21]([CH2:22][O:23][C:24]2[CH:29]=[CH:28][C:27]([NH2:30])=[CH:26][CH:25]=2)=[CH:20][CH:19]=1. The yield is 1.00. (5) The catalyst is CN1C(=O)N(C)CC1. The yield is 0.990. The reactants are [I:1][C:2]1[CH:8]=[C:7]([C:9]([F:18])([C:14]([F:17])([F:16])[F:15])[C:10]([F:13])([F:12])[F:11])[CH:6]=[C:5]([I:19])[C:3]=1[NH2:4].[Cl:20][C:21]1[C:29]([N+:30]([O-:32])=[O:31])=[CH:28][CH:27]=[CH:26][C:22]=1[C:23](Cl)=[O:24].O. The product is [Cl:20][C:21]1[C:29]([N+:30]([O-:32])=[O:31])=[CH:28][CH:27]=[CH:26][C:22]=1[C:23]([NH:4][C:3]1[C:2]([I:1])=[CH:8][C:7]([C:9]([F:18])([C:10]([F:13])([F:12])[F:11])[C:14]([F:15])([F:16])[F:17])=[CH:6][C:5]=1[I:19])=[O:24].